This data is from Full USPTO retrosynthesis dataset with 1.9M reactions from patents (1976-2016). The task is: Predict the reactants needed to synthesize the given product. (1) Given the product [CH2:33]([C:11]12[CH2:17][CH:14]([CH2:15][CH2:16]1)[CH:13]=[CH:12]2)[CH2:28][CH2:29][CH3:30].[CH2:6]([O:5][Si:4]([C:11]12[CH2:17][CH:14]([CH2:15][CH2:16]1)[CH:13]=[CH:12]2)([O:8][CH2:9][CH3:10])[O:3][CH2:1][CH3:2])[CH3:7], predict the reactants needed to synthesize it. The reactants are: [CH2:1]([O:3][Si:4]([C:11]12[CH2:17][CH:14]([CH2:15][CH2:16]1)[CH:13]=[CH:12]2)([O:8][CH2:9][CH3:10])[O:5][CH2:6][CH3:7])[CH3:2].C([SiH](CC)CC)C.C(O)C.[C:28]1(C)[CH:33]=CC=[CH:30][CH:29]=1. (2) Given the product [O:26]1[CH2:25][CH:24]1[CH2:22][O:1][C:2]1[CH:3]=[CH:4][C:5]([C:6](=[O:17])[CH:7]=[CH:8][C:9]2[CH:14]=[CH:13][C:12]([O:15][CH3:16])=[CH:11][CH:10]=2)=[CH:18][CH:19]=1, predict the reactants needed to synthesize it. The reactants are: [OH:1][C:2]1[CH:19]=[CH:18][C:5]([C:6](=[O:17])[CH:7]=[CH:8][C:9]2[CH:14]=[CH:13][C:12]([O:15][CH3:16])=[CH:11][CH:10]=2)=[CH:4][CH:3]=1.[H-].[Na+].[CH2:22]([CH:24]1[O:26][CH2:25]1)Cl. (3) Given the product [Cl:23][C:18]1[CH:17]=[C:16]([C:14]2[N:15]=[C:11]([C:9]3[CH:10]=[C:5]([C:3]([OH:2])=[O:4])[C:6]([C:24]4[CH:25]=[CH:26][C:27]([C:30](=[O:31])[NH:33][CH2:34][C:35]5[CH:40]=[CH:39][N:38]=[CH:37][CH:36]=5)=[CH:28][CH:29]=4)=[CH:7][CH:8]=3)[S:12][CH:13]=2)[CH:21]=[CH:20][C:19]=1[Cl:22], predict the reactants needed to synthesize it. The reactants are: C[O:2][C:3]([C:5]1[C:6]([C:24]2[CH:29]=[CH:28][C:27]([C:30](O)=[O:31])=[CH:26][CH:25]=2)=[CH:7][CH:8]=[C:9]([C:11]2[S:12][CH:13]=[C:14]([C:16]3[CH:21]=[CH:20][C:19]([Cl:22])=[C:18]([Cl:23])[CH:17]=3)[N:15]=2)[CH:10]=1)=[O:4].[NH2:33][CH2:34][C:35]1[CH:40]=[CH:39][N:38]=[CH:37][CH:36]=1. (4) The reactants are: [Cl:1][C:2]1[CH:9]=[CH:8][CH:7]=[CH:6][C:3]=1[CH:4]=O.[NH2:10][C:11]1[CH:15]=[CH:14][NH:13][N:12]=1.[CH:16]1([C:19](=O)[CH2:20][C:21]([O:23][CH2:24][CH3:25])=[O:22])[CH2:18][CH2:17]1. Given the product [Cl:1][C:2]1[CH:9]=[CH:8][CH:7]=[CH:6][C:3]=1[CH:4]1[C:20]([C:21]([O:23][CH2:24][CH3:25])=[O:22])=[C:19]([CH:16]2[CH2:18][CH2:17]2)[NH:10][C:11]2=[N:12][NH:13][CH:14]=[C:15]12, predict the reactants needed to synthesize it. (5) Given the product [CH3:9][O:8][C:6]([C:2]1[O:1][C:5]([C:10](=[O:17])[C:11]2[CH:16]=[CH:15][CH:14]=[CH:13][CH:12]=2)=[CH:4][CH:3]=1)=[O:7], predict the reactants needed to synthesize it. The reactants are: [O:1]1[CH:5]=[CH:4][CH:3]=[C:2]1[C:6]([O:8][CH3:9])=[O:7].[C:10](O[C:10](=[O:17])[C:11]1[CH:16]=[CH:15][CH:14]=[CH:13][CH:12]=1)(=[O:17])[C:11]1[CH:16]=[CH:15][CH:14]=[CH:13][CH:12]=1. (6) Given the product [N+:8]([C:5]1[CH:6]=[CH:7][C:2]2[NH:1][C:21](=[O:22])[CH2:20][O:11][C:3]=2[CH:4]=1)([O-:10])=[O:9], predict the reactants needed to synthesize it. The reactants are: [NH2:1][C:2]1[CH:7]=[CH:6][C:5]([N+:8]([O-:10])=[O:9])=[CH:4][C:3]=1[OH:11].C(N(CC)CC)C.Cl[CH2:20][C:21](Cl)=[O:22].S(=O)(=O)(O)[O-].[Na+]. (7) Given the product [ClH:21].[C:26](=[O:27])([O:1][CH2:2][CH2:3][CH:4]([NH2:13])[C:5]1[CH:10]=[CH:9][CH:8]=[CH:7][C:6]=1[O:11][CH3:12])[NH2:25], predict the reactants needed to synthesize it. The reactants are: [OH:1][CH2:2][CH2:3][CH:4]([NH:13]C(=O)OC(C)(C)C)[C:5]1[CH:10]=[CH:9][CH:8]=[CH:7][C:6]=1[O:11][CH3:12].[Cl:21]S([N:25]=[C:26]=[O:27])(=O)=O.O.C(=O)([O-])O.[Na+]. (8) Given the product [Cl:26][C:25]1[CH:24]=[CH:23][CH:22]=[C:21]([Cl:27])[C:20]=1[CH2:19][O:18][C:15]1[CH:14]=[CH:13][C:12]([CH:8]2[O:9][CH2:10][CH2:11][N:6]([CH2:5][C:4]([CH3:29])([CH3:28])[C:3]([OH:30])=[O:2])[CH2:7]2)=[CH:17][CH:16]=1, predict the reactants needed to synthesize it. The reactants are: C[O:2][C:3](=[O:30])[C:4]([CH3:29])([CH3:28])[CH2:5][N:6]1[CH2:11][CH2:10][O:9][CH:8]([C:12]2[CH:17]=[CH:16][C:15]([O:18][CH2:19][C:20]3[C:25]([Cl:26])=[CH:24][CH:23]=[CH:22][C:21]=3[Cl:27])=[CH:14][CH:13]=2)[CH2:7]1.[Li+].[OH-].Cl. (9) Given the product [F:37][C:38]([F:43])([F:42])[C:39]([OH:41])=[O:40].[NH2:28][C@@H:25]1[CH2:26][CH2:27][N:23]([C:20]2[CH:21]=[CH:22][C:17]([N:13]3[CH2:12][C@H:11]([CH2:10][NH:9][C:7]([C:5]4[S:6][C:2]([Cl:1])=[CH:3][CH:4]=4)=[O:8])[O:15][C:14]3=[O:16])=[CH:18][CH:19]=2)[C:24]1=[O:36], predict the reactants needed to synthesize it. The reactants are: [Cl:1][C:2]1[S:6][C:5]([C:7]([NH:9][CH2:10][C@@H:11]2[O:15][C:14](=[O:16])[N:13]([C:17]3[CH:22]=[CH:21][C:20]([N:23]4[CH2:27][CH2:26][C@@H:25]([NH:28]C(=O)OC(C)(C)C)[C:24]4=[O:36])=[CH:19][CH:18]=3)[CH2:12]2)=[O:8])=[CH:4][CH:3]=1.[F:37][C:38]([F:43])([F:42])[C:39]([OH:41])=[O:40].